Dataset: Reaction yield outcomes from USPTO patents with 853,638 reactions. Task: Predict the reaction yield, written as a fraction of the theoretical maximum amount of product (1.0 means a 100% yield; for example, 0.34 means a 34% yield). (1) The reactants are [Br:1][C:2]1[CH:10]=[C:9]2[C:5]([CH2:6][C:7]3([CH2:29][CH2:28][CH:27]([O:30][CH3:31])[CH2:26][CH2:25]3)[C:8]2([NH:15][C@@H](C2C=CC=CC=2)CO)[C:11]([O:13][CH3:14])=[O:12])=[CH:4][CH:3]=1. The catalyst is C(Cl)Cl.CO. The product is [NH2:15][C:8]1([C:11]([O:13][CH3:14])=[O:12])[C:9]2[C:5](=[CH:4][CH:3]=[C:2]([Br:1])[CH:10]=2)[CH2:6][C:7]21[CH2:25][CH2:26][CH:27]([O:30][CH3:31])[CH2:28][CH2:29]2. The yield is 0.940. (2) The reactants are [NH:1]1[CH2:5][CH2:4][CH2:3][NH:2]1.C[O:7][C:8](=O)[CH:9]([C:20]1[CH:25]=[CH:24][C:23]([F:26])=[CH:22][CH:21]=1)[C:10]([C:12]1[CH:17]=[CH:16][N:15]=[C:14]([S:18][CH3:19])[N:13]=1)=O. The catalyst is N1C=CC=CC=1. The product is [F:26][C:23]1[CH:24]=[CH:25][C:20]([C:9]2[C:8](=[O:7])[N:2]3[CH2:3][CH2:4][CH2:5][N:1]3[C:10]=2[C:12]2[CH:17]=[CH:16][N:15]=[C:14]([S:18][CH3:19])[N:13]=2)=[CH:21][CH:22]=1. The yield is 0.370. (3) The reactants are [NH2:1][C:2]1[CH:3]=[C:4]([OH:12])[C:5](=[CH:10][CH:11]=1)[C:6]([O:8][CH3:9])=[O:7].[Cl:13][C:14]1[S:15][C:16]([Cl:23])=[CH:17][C:18]=1[S:19](Cl)(=[O:21])=[O:20]. No catalyst specified. The product is [Cl:13][C:14]1[S:15][C:16]([Cl:23])=[CH:17][C:18]=1[S:19]([NH:1][C:2]1[CH:11]=[CH:10][C:5]([C:6]([O:8][CH3:9])=[O:7])=[C:4]([OH:12])[CH:3]=1)(=[O:21])=[O:20]. The yield is 0.680. (4) The reactants are [NH2:1][C:2]1[CH:3]=[C:4]([OH:9])[CH:5]=[CH:6][C:7]=1[CH3:8].CC(C)([O-])C.[K+].I[C:17]1[CH:18]=[CH:19][C:20]2[N:21]([CH:23]=[C:24]([NH:26][C:27](=[O:29])[CH3:28])[N:25]=2)[N:22]=1.C(=O)([O-])[O-].[K+].[K+]. The catalyst is CN(C)C=O.[Cl-].[Na+].O. The product is [NH2:1][C:2]1[CH:3]=[C:4]([CH:5]=[CH:6][C:7]=1[CH3:8])[O:9][C:17]1[CH:18]=[CH:19][C:20]2[N:21]([CH:23]=[C:24]([NH:26][C:27](=[O:29])[CH3:28])[N:25]=2)[N:22]=1. The yield is 0.420. (5) The reactants are [F:1][C:2]1[CH:9]=[CH:8][C:5]([CH2:6][NH2:7])=[CH:4][CH:3]=1.C([O:12][C:13]([C:15]1[N:16]=[C:17]2[CH:22]=[CH:21][C:20]([N:23]3[CH2:28][CH2:27][N:26]([C:29](=[O:40])[C:30]4[CH:35]=[CH:34][CH:33]=[CH:32][C:31]=4[C:36]([F:39])([F:38])[F:37])[CH2:25][CH2:24]3)=[N:19][N:18]2[CH:41]=1)=O)C. No catalyst specified. The product is [F:1][C:2]1[CH:9]=[CH:8][C:5]([CH2:6][NH:7][C:13]([C:15]2[N:16]=[C:17]3[CH:22]=[CH:21][C:20]([N:23]4[CH2:24][CH2:25][N:26]([C:29](=[O:40])[C:30]5[CH:35]=[CH:34][CH:33]=[CH:32][C:31]=5[C:36]([F:37])([F:39])[F:38])[CH2:27][CH2:28]4)=[N:19][N:18]3[CH:41]=2)=[O:12])=[CH:4][CH:3]=1. The yield is 0.300. (6) The reactants are [H-].[Na+].CN(C)C=O.[Br:8][C:9]1[NH:10][C:11]([Br:17])=[C:12]([N+:14]([O-:16])=[O:15])[N:13]=1.Cl[CH2:19][O:20][CH3:21]. The catalyst is O. The product is [Br:8][C:9]1[N:10]([CH2:19][O:20][CH3:21])[C:11]([Br:17])=[C:12]([N+:14]([O-:16])=[O:15])[N:13]=1. The yield is 0.843.